From a dataset of Forward reaction prediction with 1.9M reactions from USPTO patents (1976-2016). Predict the product of the given reaction. (1) Given the reactants [NH:1]1[CH2:6][CH2:5][O:4][CH2:3][CH2:2]1.[F:7][C:8]1[CH:9]=[C:10]([CH:13]=[CH:14][C:15]=1F)[CH:11]=[O:12], predict the reaction product. The product is: [F:7][C:8]1[CH:9]=[C:10]([CH:13]=[CH:14][C:15]=1[N:1]1[CH2:6][CH2:5][O:4][CH2:3][CH2:2]1)[CH:11]=[O:12]. (2) Given the reactants [Br:1][C:2]1[CH:6]=[N:5][N:4]([CH3:7])[C:3]=1[C:8]1[CH:19]=[C:18]([N+:20]([O-])=O)[CH:17]=[CH:16][C:9]=1[O:10][CH2:11][CH2:12][N:13]([CH3:15])[CH3:14], predict the reaction product. The product is: [Br:1][C:2]1[CH:6]=[N:5][N:4]([CH3:7])[C:3]=1[C:8]1[CH:19]=[C:18]([NH2:20])[CH:17]=[CH:16][C:9]=1[O:10][CH2:11][CH2:12][N:13]([CH3:14])[CH3:15]. (3) Given the reactants [C:1]([O:10]C)(=O)[C:2]1[C:3](=[CH:5][CH:6]=[CH:7][CH:8]=1)[NH2:4].[C:12](OCC)(=[O:19])[CH2:13][C:14]([O:16][CH2:17][CH3:18])=[O:15].[O-]CC.[Na+], predict the reaction product. The product is: [OH:10][C:1]1[C:2]2[C:3](=[CH:5][CH:6]=[CH:7][CH:8]=2)[NH:4][C:12](=[O:19])[C:13]=1[C:14]([O:16][CH2:17][CH3:18])=[O:15]. (4) Given the reactants [I-].[C:2]1([OH:8])[CH:7]=[CH:6][CH:5]=[CH:4][CH:3]=1.O[C:10]1(OC)[CH:14]=[CH:13][C:12](O)([O:15][CH3:16])[O:11]1.C(N(C(C)C)CC)(C)C.C(=O)([O-])O.[Na+], predict the reaction product. The product is: [O:8]1[C:2]2[CH:7]=[CH:6][CH:5]=[CH:4][C:3]=2[C:14]([CH2:13][C:12]([O:15][CH3:16])=[O:11])=[CH:10]1. (5) Given the reactants [NH2:1][C:2]1[N:6]([CH2:7][C:8]([O:10][CH2:11][CH3:12])=[O:9])[N:5]=[C:4]([C:13]2[CH:18]=[CH:17][C:16]([F:19])=[CH:15][CH:14]=2)[CH:3]=1.[C:20](OC(=O)C)(=[O:22])[CH3:21].C(O)C, predict the reaction product. The product is: [C:20]([NH:1][C:2]1[N:6]([CH2:7][C:8]([O:10][CH2:11][CH3:12])=[O:9])[N:5]=[C:4]([C:13]2[CH:14]=[CH:15][C:16]([F:19])=[CH:17][CH:18]=2)[CH:3]=1)(=[O:22])[CH3:21].